Task: Predict which catalyst facilitates the given reaction.. Dataset: Catalyst prediction with 721,799 reactions and 888 catalyst types from USPTO Reactant: [S:1]1[C:5]2[CH:6]=[CH:7][CH:8]=[CH:9][C:4]=2[N:3]=[C:2]1[OH:10].C(=O)([O-])[O-].[K+].[K+].Br[CH2:18][C:19]([NH:21][CH2:22][CH2:23][CH2:24][N:25]([CH2:27][C:28]1[CH:33]=[CH:32][C:31]([Cl:34])=[C:30]([Cl:35])[CH:29]=1)[CH3:26])=[O:20]. Product: [S:1]1[C:5]2[CH:6]=[CH:7][CH:8]=[CH:9][C:4]=2[N:3]=[C:2]1[O:10][CH2:18][C:19]([NH:21][CH2:22][CH2:23][CH2:24][N:25]([CH2:27][C:28]1[CH:33]=[CH:32][C:31]([Cl:34])=[C:30]([Cl:35])[CH:29]=1)[CH3:26])=[O:20]. The catalyst class is: 9.